Dataset: Experimentally validated miRNA-target interactions with 360,000+ pairs, plus equal number of negative samples. Task: Binary Classification. Given a miRNA mature sequence and a target amino acid sequence, predict their likelihood of interaction. (1) Result: 0 (no interaction). The miRNA is hsa-miR-3648 with sequence AGCCGCGGGGAUCGCCGAGGG. The protein sequence of the target gene is MSLWGLVSKMPPEKVQRLYVDFPQHLRHLLGDWLESQPWEFLVGSDAFCCNLASALLSDTVQHLQASVGEQGEGSTILQHISTLESIYQRDPLKLVATFRQILQGEKKAVMEQFRHLPMPFHWKQEELKFKTGLRRLQHRVGEIHLLREALQKGAEAGQVSLHSLIETPANGTGPSEALAMLLQETTGELEAAKALVLKRIQIWKRQQQLAGNGAPFEESLAPLQERCESLVDIYSQLQQEVGAAGGELEPKTRASLTGRLDEVLRTLVTSCFLVEKQPPQVLKTQTKFQAGVRFLLGLR.... (2) The miRNA is hsa-miR-6892-5p with sequence GUAAGGGACCGGAGAGUAGGA. The protein sequence of the target gene is MASEITYAEVKFKNESNSLHTYSESPAAPREKPIRDLRKPGSPSLLLTSLMLLLLLLAITFLVAFIIYFQKYSQLLEEKKAAKNIMHNELNCTKSVSPMEDKVWSCCPKDWRLFGSHCYLVPTVSSSASWNKSEENCSRMGAHLVVIQSQEEQDFITGILDTHAAYFIGLWDTGHRQWQWVDQTPYEESITFWHNGEPSSGNEKCATIIYRWKTGWGWNDISCSLKQKSVCQMKKINL. Result: 0 (no interaction). (3) The miRNA is mmu-let-7b-5p with sequence UGAGGUAGUAGGUUGUGUGGUU. The protein sequence of the target gene is MGLPGVIPALVLRGQLLLSVLWLLGPQTSRGLVITPPGPEFVLNISSTFVLTCSGSAPVMWEQMSQVPWQEAAMNQDGTFSSVLTLTNVTGGDTGEYFCVYNNSLGPELSERKRIYIFVPDPTMGFLPMDSEDLFIFVTDVTETTIPCRVTDPQLEVTLHEKKVDIPLHVPYDHQRGFTGTFEDKTYICKTTIGDREVDSDTYYVYSLQVSSINVSVNAVQTVVRQGESITIRCIVMGNDVVNFQWTYPRMKSGRLVEPVTDYLFGVPSRIGSILHIPTAELSDSGTYTCNVSVSVNDHG.... Result: 1 (interaction).